From a dataset of Full USPTO retrosynthesis dataset with 1.9M reactions from patents (1976-2016). Predict the reactants needed to synthesize the given product. Given the product [F:12][C:13]1[CH:18]=[C:17]([S:19]([CH3:20])=[O:9])[C:16]([F:21])=[CH:15][C:14]=1[F:22].[F:12][C:13]1[CH:18]=[C:17]([S:19]([CH3:20])(=[O:9])=[O:23])[C:16]([F:21])=[CH:15][C:14]=1[F:22], predict the reactants needed to synthesize it. The reactants are: C1C=C(Cl)C=C(C(OO)=[O:9])C=1.[F:12][C:13]1[CH:18]=[C:17]([S:19][CH3:20])[C:16]([F:21])=[CH:15][C:14]=1[F:22].[OH2:23].